This data is from Aqueous solubility values for 9,982 compounds from the AqSolDB database. The task is: Regression/Classification. Given a drug SMILES string, predict its absorption, distribution, metabolism, or excretion properties. Task type varies by dataset: regression for continuous measurements (e.g., permeability, clearance, half-life) or binary classification for categorical outcomes (e.g., BBB penetration, CYP inhibition). For this dataset (solubility_aqsoldb), we predict Y. (1) The drug is CCCC(C)O[N+](=O)[O-]. The Y is -2.48 log mol/L. (2) The compound is c1ccc(CN2CCC(Nc3ccccc3)CC2)cc1. The Y is -3.95 log mol/L.